From a dataset of Peptide-MHC class I binding affinity with 185,985 pairs from IEDB/IMGT. Regression. Given a peptide amino acid sequence and an MHC pseudo amino acid sequence, predict their binding affinity value. This is MHC class I binding data. (1) The binding affinity (normalized) is 0.447. The MHC is HLA-A02:06 with pseudo-sequence HLA-A02:06. The peptide sequence is LVGLWGAAAL. (2) The peptide sequence is EGGVGWRHW. The MHC is HLA-A02:06 with pseudo-sequence HLA-A02:06. The binding affinity (normalized) is 0. (3) The peptide sequence is TPYDINQML. The MHC is HLA-B27:05 with pseudo-sequence HLA-B27:05. The binding affinity (normalized) is 0.0847. (4) The peptide sequence is ATDALMTGY. The MHC is HLA-A02:06 with pseudo-sequence HLA-A02:06. The binding affinity (normalized) is 0.202. (5) The peptide sequence is QNQEYSLL. The MHC is H-2-Kb with pseudo-sequence H-2-Kb. The binding affinity (normalized) is 0.555. (6) The peptide sequence is TIEILRNYLR. The MHC is HLA-A11:01 with pseudo-sequence HLA-A11:01. The binding affinity (normalized) is 0.641. (7) The peptide sequence is EVFEIIRSY. The MHC is HLA-A80:01 with pseudo-sequence HLA-A80:01. The binding affinity (normalized) is 0.0847. (8) The peptide sequence is FLKEEGGL. The MHC is HLA-B53:01 with pseudo-sequence HLA-B53:01. The binding affinity (normalized) is 0. (9) The peptide sequence is FPREGVFVF. The binding affinity (normalized) is 0.681. The MHC is HLA-B51:01 with pseudo-sequence HLA-B51:01.